Task: Predict the reactants needed to synthesize the given product.. Dataset: Full USPTO retrosynthesis dataset with 1.9M reactions from patents (1976-2016) (1) The reactants are: [Br:1][C:2]1[CH:3]=[C:4]([OH:8])[CH:5]=[N:6][CH:7]=1.[C:9]([O:13][C:14]([N:16]1[CH2:20][CH2:19][CH2:18][C@H:17]1[CH2:21]O)=[O:15])([CH3:12])([CH3:11])[CH3:10].C1C(COC(/N=N\C(OCC2C=CC(Cl)=CC=2)=O)=O)=CC=C(Cl)C=1.C1(P(C2C=CC=CC=2)C2C=CC=CC=2)C=CC=CC=1. Given the product [C:9]([O:13][C:14]([N:16]1[CH2:20][CH2:19][CH2:18][C@H:17]1[CH2:21][O:8][C:4]1[CH:5]=[N:6][CH:7]=[C:2]([Br:1])[CH:3]=1)=[O:15])([CH3:12])([CH3:10])[CH3:11], predict the reactants needed to synthesize it. (2) Given the product [Cl:3][C:4]1[CH:9]=[CH:8][C:7]([O:10][CH2:12][C:13]2[N:17]([CH3:18])[N:16]([C:19]3[CH:24]=[CH:23][CH:22]=[CH:21][CH:20]=3)[C:15](=[O:25])[C:14]=2[CH:26]([CH3:28])[CH3:27])=[CH:6][CH:5]=1, predict the reactants needed to synthesize it. The reactants are: [H-].[Na+].[Cl:3][C:4]1[CH:9]=[CH:8][C:7]([OH:10])=[CH:6][CH:5]=1.Br[CH2:12][C:13]1[N:17]([CH3:18])[N:16]([C:19]2[CH:24]=[CH:23][CH:22]=[CH:21][CH:20]=2)[C:15](=[O:25])[C:14]=1[CH:26]([CH3:28])[CH3:27]. (3) Given the product [OH:1][C@H:2]([C@H:4]([N:14]1[CH:18]=[C:17]([C:19]([NH2:21])=[O:20])[N:16]=[CH:15]1)[CH2:5][CH2:6][C:7]1[CH:12]=[CH:11][CH:10]=[CH:9][C:8]=1[O:13][CH2:23][CH2:24][CH2:25][CH2:26][CH2:27][CH2:28][N:29]1[C:33](=[O:34])[C:32]2=[CH:35][CH:36]=[CH:37][CH:38]=[C:31]2[C:30]1=[O:39])[CH3:3], predict the reactants needed to synthesize it. The reactants are: [OH:1][C@H:2]([C@H:4]([N:14]1[CH:18]=[C:17]([C:19]([NH2:21])=[O:20])[N:16]=[CH:15]1)[CH2:5][CH2:6][C:7]1[CH:12]=[CH:11][CH:10]=[CH:9][C:8]=1[OH:13])[CH3:3].Br[CH2:23][CH2:24][CH2:25][CH2:26][CH2:27][CH2:28][N:29]1[C:33](=[O:34])[C:32]2=[CH:35][CH:36]=[CH:37][CH:38]=[C:31]2[C:30]1=[O:39].C(=O)([O-])[O-].[K+].[K+]. (4) Given the product [Br:23][CH2:20][C:4]1[C:3]([O:2][CH3:1])=[C:8]([N:9]2[C:13]([C:14]([F:17])([F:16])[F:15])=[N:12][N:11]=[N:10]2)[CH:7]=[CH:6][C:5]=1[O:18][CH3:19], predict the reactants needed to synthesize it. The reactants are: [CH3:1][O:2][C:3]1[C:8]([N:9]2[C:13]([C:14]([F:17])([F:16])[F:15])=[N:12][N:11]=[N:10]2)=[CH:7][CH:6]=[C:5]([O:18][CH3:19])[C:4]=1[CH2:20]O.P(Br)(Br)[Br:23].C(=O)(O)[O-].[Na+]. (5) The reactants are: C[O:2][C:3]([C:5]1[CH:10]=[CH:9][C:8]([CH2:11][NH:12][C:13]([C@H:15]2[C@H:19]([C:20]3[CH:25]=[CH:24][CH:23]=[C:22]([Cl:26])[C:21]=3[F:27])[C@:18]([C:30]3[CH:35]=[CH:34][C:33]([Cl:36])=[CH:32][C:31]=3[F:37])([C:28]#[N:29])[C@H:17]([CH2:38][C:39]([CH3:42])([CH3:41])[CH3:40])[NH:16]2)=[O:14])=[CH:7][N:6]=1)=[O:4].O.[OH-].[Li+]. Given the product [Cl:36][C:33]1[CH:34]=[CH:35][C:30]([C@@:18]2([C:28]#[N:29])[C@H:17]([CH2:38][C:39]([CH3:41])([CH3:40])[CH3:42])[NH:16][C@@H:15]([C:13]([NH:12][CH2:11][C:8]3[CH:9]=[CH:10][C:5]([C:3]([OH:4])=[O:2])=[N:6][CH:7]=3)=[O:14])[C@@H:19]2[C:20]2[CH:25]=[CH:24][CH:23]=[C:22]([Cl:26])[C:21]=2[F:27])=[C:31]([F:37])[CH:32]=1, predict the reactants needed to synthesize it.